Dataset: Full USPTO retrosynthesis dataset with 1.9M reactions from patents (1976-2016). Task: Predict the reactants needed to synthesize the given product. (1) Given the product [CH3:33][N:30]1[CH:31]=[CH:32][C:28]([NH:27][C:26]([C:7]2[CH:6]=[C:5]([O:4][CH:1]([CH3:3])[CH3:2])[C:10]3[CH2:11][CH:12]([CH2:14][O:15][CH2:35][CH3:36])[O:13][C:9]=3[CH:8]=2)=[O:34])=[N:29]1, predict the reactants needed to synthesize it. The reactants are: [CH:1]([O:4][C:5]1[C:10]2[CH2:11][CH:12]([CH2:14][O:15]S(C3C=CC(C)=CC=3)(=O)=O)[O:13][C:9]=2[CH:8]=[C:7]([C:26](=[O:34])[NH:27][C:28]2[CH:32]=[CH:31][N:30]([CH3:33])[N:29]=2)[CH:6]=1)([CH3:3])[CH3:2].[CH3:35][CH2:36][O-].[Na+]. (2) Given the product [F:1][C:2]([F:15])([F:14])[C:3]1[CH:4]=[C:5]([C:18](=[O:20])[CH3:19])[CH:6]=[C:7]([C:9]([F:12])([F:11])[F:10])[CH:8]=1, predict the reactants needed to synthesize it. The reactants are: [F:1][C:2]([F:15])([F:14])[C:3]1[CH:4]=[C:5](Br)[CH:6]=[C:7]([C:9]([F:12])([F:11])[F:10])[CH:8]=1.[Mg].[Br-].[C:18](OC(=O)C)(=[O:20])[CH3:19].[OH-].[Na+].